Dataset: NCI-60 drug combinations with 297,098 pairs across 59 cell lines. Task: Regression. Given two drug SMILES strings and cell line genomic features, predict the synergy score measuring deviation from expected non-interaction effect. (1) Drug 1: CC1C(C(CC(O1)OC2CC(CC3=C2C(=C4C(=C3O)C(=O)C5=C(C4=O)C(=CC=C5)OC)O)(C(=O)CO)O)N)O.Cl. Drug 2: CC1CCCC2(C(O2)CC(NC(=O)CC(C(C(=O)C(C1O)C)(C)C)O)C(=CC3=CSC(=N3)C)C)C. Cell line: NCI/ADR-RES. Synergy scores: CSS=11.8, Synergy_ZIP=2.72, Synergy_Bliss=7.38, Synergy_Loewe=2.12, Synergy_HSA=2.58. (2) Drug 1: CN1CCC(CC1)COC2=C(C=C3C(=C2)N=CN=C3NC4=C(C=C(C=C4)Br)F)OC. Drug 2: C1C(C(OC1N2C=NC3=C2NC=NCC3O)CO)O. Cell line: BT-549. Synergy scores: CSS=8.62, Synergy_ZIP=5.87, Synergy_Bliss=10.1, Synergy_Loewe=7.23, Synergy_HSA=8.01. (3) Drug 1: CC1=C(N=C(N=C1N)C(CC(=O)N)NCC(C(=O)N)N)C(=O)NC(C(C2=CN=CN2)OC3C(C(C(C(O3)CO)O)O)OC4C(C(C(C(O4)CO)O)OC(=O)N)O)C(=O)NC(C)C(C(C)C(=O)NC(C(C)O)C(=O)NCCC5=NC(=CS5)C6=NC(=CS6)C(=O)NCCC[S+](C)C)O. Drug 2: COC1=C2C(=CC3=C1OC=C3)C=CC(=O)O2. Cell line: A498. Synergy scores: CSS=20.4, Synergy_ZIP=-2.68, Synergy_Bliss=2.07, Synergy_Loewe=-5.67, Synergy_HSA=2.43. (4) Drug 2: C1C(C(OC1N2C=NC(=NC2=O)N)CO)O. Cell line: KM12. Drug 1: C1CC(C1)(C(=O)O)C(=O)O.[NH2-].[NH2-].[Pt+2]. Synergy scores: CSS=-0.208, Synergy_ZIP=-1.83, Synergy_Bliss=-5.59, Synergy_Loewe=-35.7, Synergy_HSA=-17.4. (5) Drug 1: C1=CC=C(C(=C1)C(C2=CC=C(C=C2)Cl)C(Cl)Cl)Cl. Drug 2: CS(=O)(=O)OCCCCOS(=O)(=O)C. Cell line: K-562. Synergy scores: CSS=13.4, Synergy_ZIP=-3.88, Synergy_Bliss=-1.60, Synergy_Loewe=7.97, Synergy_HSA=1.42. (6) Drug 1: CN1C(=O)N2C=NC(=C2N=N1)C(=O)N. Drug 2: C1CN(CCN1C(=O)CCBr)C(=O)CCBr. Cell line: HT29. Synergy scores: CSS=4.95, Synergy_ZIP=-2.10, Synergy_Bliss=-0.316, Synergy_Loewe=-4.48, Synergy_HSA=-1.36. (7) Drug 1: CN1C(=O)N2C=NC(=C2N=N1)C(=O)N. Drug 2: C1C(C(OC1N2C=NC3=C2NC=NCC3O)CO)O. Cell line: K-562. Synergy scores: CSS=15.8, Synergy_ZIP=-1.53, Synergy_Bliss=0.166, Synergy_Loewe=-0.239, Synergy_HSA=0.186. (8) Drug 1: C1=CN(C(=O)N=C1N)C2C(C(C(O2)CO)O)(F)F. Synergy scores: CSS=78.8, Synergy_ZIP=9.88, Synergy_Bliss=7.51, Synergy_Loewe=6.10, Synergy_HSA=11.3. Cell line: NCI-H460. Drug 2: COCCOC1=C(C=C2C(=C1)C(=NC=N2)NC3=CC=CC(=C3)C#C)OCCOC. (9) Drug 1: C1CCN(CC1)CCOC2=CC=C(C=C2)C(=O)C3=C(SC4=C3C=CC(=C4)O)C5=CC=C(C=C5)O. Drug 2: COC1=NC(=NC2=C1N=CN2C3C(C(C(O3)CO)O)O)N. Cell line: UACC-257. Synergy scores: CSS=-7.45, Synergy_ZIP=2.38, Synergy_Bliss=-0.712, Synergy_Loewe=-4.76, Synergy_HSA=-5.42.